From a dataset of Reaction yield outcomes from USPTO patents with 853,638 reactions. Predict the reaction yield, written as a fraction of the theoretical maximum amount of product (1.0 means a 100% yield; for example, 0.34 means a 34% yield). (1) The reactants are C(S[C:4]1[N:12]=[C:11]2[C:7]([NH:8][CH:9]=[N:10]2)=[C:6]([NH2:13])[N:5]=1)C.O=[CH:15][C@@H:16]([C@@H:18]([C@@H:20]([CH2:22][OH:23])[OH:21])[OH:19])[OH:17].[CH3:24][O-:25].[Na+]. No catalyst specified. The product is [CH3:24][O:25][C:4]1[N:5]=[C:6]([NH2:13])[C:7]2[N:8]=[CH:9][N:10]([C@@H:15]3[O:21][C@H:20]([CH2:22][OH:23])[C@@H:18]([OH:19])[C@H:16]3[OH:17])[C:11]=2[N:12]=1. The yield is 0.870. (2) The reactants are [CH2:1]([OH:7])[CH2:2][CH2:3][CH2:4][CH:5]=[CH2:6].C(N(CC)CC)C.[N+:15]([C:18]1[CH:26]=[CH:25][C:21]([C:22](Cl)=[O:23])=[CH:20][CH:19]=1)([O-:17])=[O:16]. The yield is 0.700. The product is [N+:15]([C:18]1[CH:26]=[CH:25][C:21]([C:22]([O:7][CH2:1][CH2:2][CH2:3][CH2:4][CH:5]=[CH2:6])=[O:23])=[CH:20][CH:19]=1)([O-:17])=[O:16]. The catalyst is C(Cl)Cl.CN(C1C=CN=CC=1)C. (3) The reactants are [CH3:1][C:2]([OH:6])([C:4]#[CH:5])[CH3:3].[O:7]1[CH:12]=[CH:11][CH2:10][CH2:9][CH2:8]1. The catalyst is ClCCl.C1(C)C=CC(S(O)(=O)=O)=CC=1. The product is [CH3:1][C:2]([CH3:3])([O:6][CH:8]1[CH2:9][CH2:10][CH2:11][CH2:12][O:7]1)[C:4]#[CH:5]. The yield is 0.970.